This data is from Forward reaction prediction with 1.9M reactions from USPTO patents (1976-2016). The task is: Predict the product of the given reaction. (1) Given the reactants FC(F)(F)C(O)=O.C([SiH](CC)CC)C.[CH3:15][C:16]1[NH:17][C:18]2[C:23]([CH:24]=1)=[CH:22][CH:21]=[CH:20][CH:19]=2.[N+:25]([C:28]1[CH:35]=[CH:34][C:31]([CH:32]=O)=[CH:30][CH:29]=1)([O-:27])=[O:26].[OH-].[Na+].[Cl-].[Na+], predict the reaction product. The product is: [CH3:15][C:16]1[NH:17][C:18]2[C:23]([C:24]=1[CH2:32][C:31]1[CH:34]=[CH:35][C:28]([N+:25]([O-:27])=[O:26])=[CH:29][CH:30]=1)=[CH:22][CH:21]=[CH:20][CH:19]=2. (2) Given the reactants [CH2:1]([O:8][C:9]1[CH:16]=[CH:15][CH:14]=[CH:13][C:10]=1[CH2:11][OH:12])[C:2]1[CH:7]=[CH:6][CH:5]=[CH:4][CH:3]=1.C(N(CC)CC)C.[CH3:24][S:25](Cl)(=[O:27])=[O:26], predict the reaction product. The product is: [S:25]([O:12][CH2:11][C:10]1[CH:13]=[CH:14][CH:15]=[CH:16][C:9]=1[O:8][CH2:1][C:2]1[CH:3]=[CH:4][CH:5]=[CH:6][CH:7]=1)(=[O:27])(=[O:26])[CH3:24]. (3) The product is: [CH3:12][O:11][C:8]1[N:7]=[CH:6][C:5]([CH:4]=[C:3]2[C:20]3[C:15](=[CH:16][CH:17]=[CH:18][CH:19]=3)[C:14](=[O:22])[NH:13][CH:2]2[CH3:1])=[CH:10][CH:9]=1. Given the reactants [CH3:1][CH:2]([NH:13][C:14](=[O:22])[C:15]1[CH:20]=[CH:19][CH:18]=[CH:17][C:16]=1I)[CH:3]=[CH:4][C:5]1[CH:6]=[N:7][C:8]([O:11][CH3:12])=[CH:9][CH:10]=1.C(N(CCCC)CCCC)CCC, predict the reaction product. (4) The product is: [CH2:22]([O:23][CH2:3][CH:2]1[O:15][CH2:1]1)[CH:17]1[O:18][CH2:16]1. Given the reactants [CH2:1]([OH:15])[CH2:2][CH2:3]CCCCCCCCCCC.[CH2:16]1[O:18][CH2:17]1.C(C1[O:23][CH2:22]1)Cl.[Sn](Cl)(Cl)(Cl)Cl, predict the reaction product. (5) The product is: [NH2:39][C:37](=[O:38])[CH2:36][N:20]1[C:21]2[C:17](=[CH:16][C:15]([NH:14][C:12]([C:8]3[CH:7]=[C:6]([N:5]([CH2:4][CH:1]4[CH2:3][CH2:2]4)[CH2:24][CH2:25][CH3:26])[N:11]=[CH:10][N:9]=3)=[O:13])=[CH:23][CH:22]=2)[CH:18]=[N:19]1. Given the reactants [CH:1]1([CH2:4][N:5]([CH2:24][CH2:25][CH3:26])[C:6]2[N:11]=[CH:10][N:9]=[C:8]([C:12]([NH:14][C:15]3[CH:16]=[C:17]4[C:21](=[CH:22][CH:23]=3)[NH:20][N:19]=[CH:18]4)=[O:13])[CH:7]=2)[CH2:3][CH2:2]1.C(=O)([O-])[O-].[K+].[K+].[I-].[K+].Br[CH2:36][C:37]([NH2:39])=[O:38], predict the reaction product.